From a dataset of Forward reaction prediction with 1.9M reactions from USPTO patents (1976-2016). Predict the product of the given reaction. (1) Given the reactants [CH:1]1([CH:7]([NH:24][C:25]2[CH:33]=[CH:32][C:28]([C:29](O)=[O:30])=[CH:27][CH:26]=2)[C:8]2[O:9][C:10]3[CH:22]=[CH:21][C:20]([F:23])=[CH:19][C:11]=3[C:12]=2[CH2:13][O:14][CH2:15][CH2:16][O:17][CH3:18])[CH2:6][CH2:5][CH2:4][CH2:3][CH2:2]1.Cl.[CH2:35]([O:37][C:38](=[O:42])[CH2:39][CH2:40][NH2:41])[CH3:36].O.ON1C2C=CC=CC=2N=N1.Cl.C(N=C=NCCCN(C)C)C.[Cl-].[NH4+], predict the reaction product. The product is: [CH:1]1([CH:7]([NH:24][C:25]2[CH:26]=[CH:27][C:28]([C:29]([NH:41][CH2:40][CH2:39][C:38]([O:37][CH2:35][CH3:36])=[O:42])=[O:30])=[CH:32][CH:33]=2)[C:8]2[O:9][C:10]3[CH:22]=[CH:21][C:20]([F:23])=[CH:19][C:11]=3[C:12]=2[CH2:13][O:14][CH2:15][CH2:16][O:17][CH3:18])[CH2:2][CH2:3][CH2:4][CH2:5][CH2:6]1. (2) Given the reactants [CH2:1]([O:8][C:9](=[O:22])[NH:10][CH:11]([C:13]1[N:14]=[C:15]2[CH:20]=[CH:19][CH:18]=[N:17][N:16]2[CH:21]=1)[CH3:12])[C:2]1[CH:7]=[CH:6][CH:5]=[CH:4][CH:3]=1.[I:23]N1C(=O)CCC1=O, predict the reaction product. The product is: [CH2:1]([O:8][C:9](=[O:22])[NH:10][CH:11]([C:13]1[N:14]=[C:15]2[CH:20]=[CH:19][CH:18]=[N:17][N:16]2[C:21]=1[I:23])[CH3:12])[C:2]1[CH:3]=[CH:4][CH:5]=[CH:6][CH:7]=1. (3) Given the reactants [CH2:1]([O:5][CH2:6][CH2:7][O:8][C:9]1[CH:14]=[CH:13][C:12]([C:15]2[CH:20]=[CH:19][C:18]([N:21]3[CH2:25][CH2:24][CH:23]([C:26]([O:28][CH3:29])=[O:27])[CH2:22]3)=[C:17](/[CH:30]=[C:31](\[CH3:35])/[C:32](O)=[O:33])[CH:16]=2)=[CH:11][CH:10]=1)[CH2:2][CH2:3][CH3:4].CN(C=O)C.C(Cl)(=O)C(Cl)=O.[CH2:47]([N:50]1[C:54]([CH2:55][S:56]([C:58]2[CH:64]=[CH:63][C:61]([NH2:62])=[CH:60][CH:59]=2)=[O:57])=[CH:53][N:52]=[CH:51]1)[CH2:48][CH3:49], predict the reaction product. The product is: [CH2:1]([O:5][CH2:6][CH2:7][O:8][C:9]1[CH:10]=[CH:11][C:12]([C:15]2[CH:20]=[CH:19][C:18]([N:21]3[CH2:25][CH2:24][CH:23]([C:26]([O:28][CH3:29])=[O:27])[CH2:22]3)=[C:17](/[CH:30]=[C:31](\[CH3:35])/[C:32]([NH:62][C:61]3[CH:60]=[CH:59][C:58]([S@:56]([CH2:55][C:54]4[N:50]([CH2:47][CH2:48][CH3:49])[CH:51]=[N:52][CH:53]=4)=[O:57])=[CH:64][CH:63]=3)=[O:33])[CH:16]=2)=[CH:13][CH:14]=1)[CH2:2][CH2:3][CH3:4]. (4) Given the reactants [CH2:1]([O:13][C:14]1[CH:15]=[C:16]([CH:33]2[S:38][CH2:37][CH2:36][CH2:35][S:34]2)[CH:17]=[CH:18][C:19]=1[O:20][CH2:21][CH2:22][CH2:23][CH2:24][CH2:25][CH2:26][CH2:27][CH2:28][CH2:29][CH2:30][CH2:31][CH3:32])[CH2:2][CH2:3][CH2:4][CH2:5][CH2:6][CH2:7][CH2:8][CH2:9][CH2:10][CH2:11][CH3:12].[Li]CCCC.[I:44][C:45]1[CH:52]=[CH:51][C:48]([CH:49]=[O:50])=[CH:47][CH:46]=1, predict the reaction product. The product is: [CH2:1]([O:13][C:14]1[CH:15]=[C:16]([C:33]2([CH:49]([C:48]3[CH:51]=[CH:52][C:45]([I:44])=[CH:46][CH:47]=3)[OH:50])[S:34][CH2:35][CH2:36][CH2:37][S:38]2)[CH:17]=[CH:18][C:19]=1[O:20][CH2:21][CH2:22][CH2:23][CH2:24][CH2:25][CH2:26][CH2:27][CH2:28][CH2:29][CH2:30][CH2:31][CH3:32])[CH2:2][CH2:3][CH2:4][CH2:5][CH2:6][CH2:7][CH2:8][CH2:9][CH2:10][CH2:11][CH3:12].